Dataset: Ames mutagenicity test results for genotoxicity prediction. Task: Regression/Classification. Given a drug SMILES string, predict its toxicity properties. Task type varies by dataset: regression for continuous values (e.g., LD50, hERG inhibition percentage) or binary classification for toxic/non-toxic outcomes (e.g., AMES mutagenicity, cardiotoxicity, hepatotoxicity). Dataset: ames. (1) The molecule is CC(C)OS(C)(=O)=O. The result is 1 (mutagenic). (2) The compound is O=C1C=Cc2c(ccc3cc4ccccc4cc23)C1=O. The result is 0 (non-mutagenic). (3) The compound is CNCCCC(=O)O. The result is 0 (non-mutagenic). (4) The compound is O=C(Oc1ccccc1)c1ccccc1O. The result is 0 (non-mutagenic). (5) The compound is C=CC(=O)OC(C)(C)C. The result is 0 (non-mutagenic).